Dataset: Forward reaction prediction with 1.9M reactions from USPTO patents (1976-2016). Task: Predict the product of the given reaction. Given the reactants [Br:1][C:2]1[N:3]=[C:4]([CH2:21][CH3:22])[C:5]([NH:10][C@@H:11]2[C:19]3[C:14](=[CH:15][CH:16]=[CH:17][CH:18]=3)[CH2:13][C@@H:12]2O)=[N:6][C:7]=1[CH2:8][CH3:9].C(C1C(NC2C3C(=CC=[C:40]([O:43]C)C=3)CC2)=NC(CC)=CN=1)C, predict the reaction product. The product is: [Br:1][C:2]1[N:3]=[C:4]([CH2:21][CH3:22])[C:5]([NH:10][CH:11]2[C:19]3[C:14](=[CH:15][CH:16]=[C:17]([O:43][CH3:40])[CH:18]=3)[CH2:13][CH2:12]2)=[N:6][C:7]=1[CH2:8][CH3:9].